Dataset: Forward reaction prediction with 1.9M reactions from USPTO patents (1976-2016). Task: Predict the product of the given reaction. (1) The product is: [Br:1][C:2]1[CH:3]=[C:4]([CH:7]=[CH:8][C:9]=1[O:10][CH2:12][CH2:13][CH2:14][OH:15])[C:5]#[N:6]. Given the reactants [Br:1][C:2]1[CH:3]=[C:4]([CH:7]=[CH:8][C:9]=1[OH:10])[C:5]#[N:6].Br[CH2:12][CH2:13][CH2:14][OH:15].C([O-])([O-])=O.[K+].[K+], predict the reaction product. (2) Given the reactants [C:1]([SiH2:5][O:6][C:7]([CH3:17])([CH3:16])[C:8]1[O:9][CH:10]=[C:11]([OH:15])[C:12](=[O:14])[CH:13]=1)([CH3:4])([CH3:3])[CH3:2].C([O-])([O-])=O.[Cs+].[Cs+].[Br:24][CH2:25][CH2:26][CH2:27][CH2:28][CH2:29]Br, predict the reaction product. The product is: [Br:24][CH2:25][CH2:26][CH2:27][CH2:28][CH2:29][O:15][C:11]1[C:12](=[O:14])[CH:13]=[C:8]([C:7]([CH3:17])([CH3:16])[O:6][SiH2:5][C:1]([CH3:4])([CH3:2])[CH3:3])[O:9][CH:10]=1. (3) Given the reactants [NH2:1][CH:2]([C:5]1[CH:10]=[CH:9][C:8]([F:11])=[C:7]([F:12])[CH:6]=1)[CH2:3][OH:4].[OH-].[Na+].[Cl:15][CH2:16][C:17](Cl)=[O:18], predict the reaction product. The product is: [Cl:15][CH2:16][C:17]([NH:1][CH:2]([C:5]1[CH:10]=[CH:9][C:8]([F:11])=[C:7]([F:12])[CH:6]=1)[CH2:3][OH:4])=[O:18].